This data is from Forward reaction prediction with 1.9M reactions from USPTO patents (1976-2016). The task is: Predict the product of the given reaction. (1) The product is: [CH3:1][O:2][C:3]1[CH:16]=[CH:15][C:6]([CH2:7][C:8]2[CH:13]=[CH:12][CH:11]=[CH:10][C:9]=2[OH:14])=[CH:5][CH:4]=1. Given the reactants [CH3:1][O:2][C:3]1[CH:16]=[CH:15][C:6]([CH:7]=[C:8]2[CH2:13][CH2:12][CH2:11][CH2:10][C:9]2=[O:14])=[CH:5][CH:4]=1.C(OCC)(=O)/C=C\C(OCC)=O, predict the reaction product. (2) Given the reactants [NH2:1][C:2]1[CH:15]=[CH:14][CH:13]=[CH:12][C:3]=1[CH2:4][N:5]1[CH2:10][CH2:9][CH2:8][O:7][C:6]1=[O:11].C(N(CC)CC)C.[F:23][C:24]([F:37])([F:36])[S:25](O[S:25]([C:24]([F:37])([F:36])[F:23])(=[O:27])=[O:26])(=[O:27])=[O:26].O.Cl, predict the reaction product. The product is: [F:23][C:24]([F:37])([F:36])[S:25]([NH:1][C:2]1[CH:15]=[CH:14][CH:13]=[CH:12][C:3]=1[CH2:4][N:5]1[CH2:10][CH2:9][CH2:8][O:7][C:6]1=[O:11])(=[O:27])=[O:26]. (3) The product is: [CH3:1][S:2][C:3]1[N:7]([CH2:8][C:9]2[CH:10]=[CH:11][C:12]([C:15]3[CH:20]=[CH:19][CH:18]=[CH:17][C:16]=3[C:21]3[NH:25][N:24]=[N:23][N:22]=3)=[CH:13][CH:14]=2)[C:6]2[C:26]([C:30]([OH:32])=[O:31])=[CH:27][CH:28]=[CH:29][C:5]=2[N:4]=1. Given the reactants [CH3:1][S:2][C:3]1[N:7]([CH2:8][C:9]2[CH:14]=[CH:13][C:12]([C:15]3[CH:20]=[CH:19][CH:18]=[CH:17][C:16]=3[C:21]3[NH:25][N:24]=[N:23][N:22]=3)=[CH:11][CH:10]=2)[C:6]2[C:26]([C:30]([O:32]CC)=[O:31])=[CH:27][CH:28]=[CH:29][C:5]=2[N:4]=1.[OH-].[Na+].Cl, predict the reaction product. (4) Given the reactants [NH2:1][C:2]1[N:31]=[C:5]2[CH:6]=[CH:7][C:8]([O:10][C:11]3[CH:12]=[C:13]([NH:17][C:18](=[O:30])[C:19]4[CH:24]=[CH:23][CH:22]=[C:21]([C:25]([C:28]#[N:29])([CH3:27])[CH3:26])[CH:20]=4)[CH:14]=[CH:15][CH:16]=3)=[CH:9][N:4]2[N:3]=1.C([O:35][CH2:36][C:37](Cl)=[O:38])(=O)C.C(=O)([O-])[O-].[K+].[K+].O, predict the reaction product. The product is: [C:28]([C:25]([C:21]1[CH:20]=[C:19]([CH:24]=[CH:23][CH:22]=1)[C:18]([NH:17][C:13]1[CH:14]=[CH:15][CH:16]=[C:11]([O:10][C:8]2[CH:7]=[CH:6][C:5]3[N:4]([N:3]=[C:2]([NH:1][C:36](=[O:35])[CH2:37][OH:38])[N:31]=3)[CH:9]=2)[CH:12]=1)=[O:30])([CH3:27])[CH3:26])#[N:29]. (5) The product is: [Cl:1][C:2]1[CH:7]=[CH:6][CH:5]=[CH:4][C:3]=1[C:8]1[C:16]2[C:11](=[N:12][C:13]([O:22][C:23]3[CH:28]=[CH:27][C:26]([F:29])=[CH:25][C:24]=3[F:30])=[N:14][C:15]=2[NH:17][CH2:18][CH:19]([OH:21])[CH3:20])[N:10]([CH2:31][OH:32])[N:9]=1. Given the reactants [Cl:1][C:2]1[CH:7]=[CH:6][CH:5]=[CH:4][C:3]=1[C:8]1[C:16]2[C:11](=[N:12][C:13]([O:22][C:23]3[CH:28]=[CH:27][C:26]([F:29])=[CH:25][C:24]=3[F:30])=[N:14][C:15]=2[NH:17][CH2:18][C@@H:19]([OH:21])[CH3:20])[NH:10][N:9]=1.[CH2:31]=[O:32], predict the reaction product. (6) Given the reactants C(OC([N:8]1[CH2:13][CH2:12][N:11]([CH2:14][C:15]2[S:23][C:22]3[C:21]([N:24]4[CH2:29][CH2:28][O:27][CH2:26][CH2:25]4)=[N:20][C:19]([C:30]4[C:31]([C:37]([F:40])([F:39])[F:38])=[N:32][C:33]([NH2:36])=[N:34][CH:35]=4)=[N:18][C:17]=3[C:16]=2[CH3:41])[CH2:10][CH2:9]1)=O)(C)(C)C, predict the reaction product. The product is: [CH3:41][C:16]1[C:17]2[N:18]=[C:19]([C:30]3[C:31]([C:37]([F:40])([F:39])[F:38])=[N:32][C:33]([NH2:36])=[N:34][CH:35]=3)[N:20]=[C:21]([N:24]3[CH2:25][CH2:26][O:27][CH2:28][CH2:29]3)[C:22]=2[S:23][C:15]=1[CH2:14][N:11]1[CH2:12][CH2:13][NH:8][CH2:9][CH2:10]1.